Dataset: Reaction yield outcomes from USPTO patents with 853,638 reactions. Task: Predict the reaction yield, written as a fraction of the theoretical maximum amount of product (1.0 means a 100% yield; for example, 0.34 means a 34% yield). The reactants are [Cl-].[Cl:2][C:3]1[C:12]2[C:7](=[CH:8][CH:9]=[CH:10][CH:11]=2)[CH:6]=[CH:5][C:4]=1[S:13][CH2:14][CH2:15][NH3+:16].[O:17]1[CH:21]=[CH:20][CH:19]=[C:18]1[CH:22]=O. No catalyst specified. The product is [Cl:2][C:3]1[C:12]2[C:7](=[CH:8][CH:9]=[CH:10][CH:11]=2)[CH:6]=[CH:5][C:4]=1[S:13][CH2:14][CH2:15][NH:16][CH2:22][C:18]1[O:17][CH:21]=[CH:20][CH:19]=1. The yield is 0.570.